Dataset: Catalyst prediction with 721,799 reactions and 888 catalyst types from USPTO. Task: Predict which catalyst facilitates the given reaction. (1) Reactant: [C:1]([Br:5])(Br)(Br)[Br:2].C1(P(C2C=CC=CC=2)C2C=CC=CC=2)C=CC=CC=1.[F:25][C:26]1[CH:27]=[C:28]([CH:31]=[CH:32][CH:33]=1)[CH:29]=O. Product: [Br:2][C:1]([Br:5])=[CH:29][C:28]1[CH:31]=[CH:32][CH:33]=[C:26]([F:25])[CH:27]=1. The catalyst class is: 2. (2) Reactant: [NH:1]1[C:5]2[CH:6]=[CH:7][C:8]([C:10]([OH:12])=O)=[CH:9][C:4]=2[N:3]=[CH:2]1.[C:13]1([C:19]2[CH:32]=[CH:31][C:22]3[C@H:23]4[C@H:28]([CH2:29][CH2:30][C:21]=3[CH:20]=2)[NH:27][CH2:26][CH2:25][CH2:24]4)[CH:18]=[CH:17][CH:16]=[CH:15][CH:14]=1. Product: [NH:1]1[C:5]2[CH:6]=[CH:7][C:8]([C:10]([N:27]3[C@@H:28]4[C@H:23]([C:22]5[CH:31]=[CH:32][C:19]([C:13]6[CH:18]=[CH:17][CH:16]=[CH:15][CH:14]=6)=[CH:20][C:21]=5[CH2:30][CH2:29]4)[CH2:24][CH2:25][CH2:26]3)=[O:12])=[CH:9][C:4]=2[N:3]=[CH:2]1. The catalyst class is: 61. (3) Reactant: [CH3:1][N:2]([CH3:17])[C:3]1[C:8]([CH:9]2[CH2:14][CH2:13][CH2:12][CH2:11][CH2:10]2)=[C:7](C)[CH:6]=[CH:5][C:4]=1O.[OH2:18].[CH3:19][Si](C)(C)[Cl:21]. Product: [ClH:21].[CH3:17][N:2]([CH3:1])[CH:3]1[CH2:4][CH2:5][CH2:6][CH2:7][C:8]1([CH3:19])[C:9]1[CH:10]=[C:11]([OH:18])[CH:12]=[CH:13][CH:14]=1. The catalyst class is: 311. (4) Reactant: [ClH:1].C(OC([N:9]1[CH2:14][CH2:13][CH:12]([C:15]2[NH:16][CH:17]=[C:18]([C:20]3[CH:25]=[CH:24][C:23]([F:26])=[C:22]([C:27]([F:30])([F:29])[F:28])[CH:21]=3)[N:19]=2)[CH2:11][CH2:10]1)=O)(C)(C)C. Product: [ClH:1].[F:26][C:23]1[CH:24]=[CH:25][C:20]([C:18]2[N:19]=[C:15]([CH:12]3[CH2:13][CH2:14][NH:9][CH2:10][CH2:11]3)[NH:16][CH:17]=2)=[CH:21][C:22]=1[C:27]([F:28])([F:29])[F:30]. The catalyst class is: 5. (5) The catalyst class is: 7. Reactant: [CH2:1]([O:8][C:9]1[CH:14]=[CH:13][C:12]([OH:15])=[CH:11][C:10]=1[S:16]([CH3:18])=[O:17])[C:2]1[CH:7]=[CH:6][CH:5]=[CH:4][CH:3]=1.[CH:19]([N-]C(C)C)(C)C.[Li+].CI.CO. Product: [CH2:1]([O:8][C:9]1[CH:14]=[CH:13][C:12]([OH:15])=[CH:11][C:10]=1[S:16]([CH2:18][CH3:19])=[O:17])[C:2]1[CH:3]=[CH:4][CH:5]=[CH:6][CH:7]=1. (6) Reactant: [C:1]([O:5][C:6](=[O:38])[CH2:7][CH2:8][C:9]1[CH:14]=[CH:13][C:12]([O:15][CH2:16][CH2:17][C:18]2[N:19]=[C:20]([C:24]3[CH:29]=[CH:28][CH:27]=[CH:26][CH:25]=3)[O:21][C:22]=2[CH3:23])=[CH:11][C:10]=1[CH2:30][NH:31][C:32](=[O:37])[C:33]([F:36])([F:35])[F:34])([CH3:4])([CH3:3])[CH3:2].[H-].[Na+].I[CH3:42]. Product: [C:1]([O:5][C:6](=[O:38])[CH2:7][CH2:8][C:9]1[CH:14]=[CH:13][C:12]([O:15][CH2:16][CH2:17][C:18]2[N:19]=[C:20]([C:24]3[CH:29]=[CH:28][CH:27]=[CH:26][CH:25]=3)[O:21][C:22]=2[CH3:23])=[CH:11][C:10]=1[CH2:30][N:31]([CH3:42])[C:32](=[O:37])[C:33]([F:34])([F:35])[F:36])([CH3:4])([CH3:2])[CH3:3]. The catalyst class is: 3. (7) Reactant: [CH2:1]([C:4]1[S:31][C:7]2[N:8]=[C:9]([N:25]3[CH2:29][CH2:28][C@H:27]([NH2:30])[CH2:26]3)[N:10]=[C:11]([N:12]3[CH2:17][CH2:16][N:15]4[C:18]([C:21]([F:24])([F:23])[F:22])=[N:19][N:20]=[C:14]4[CH2:13]3)[C:6]=2[CH:5]=1)[CH2:2][CH3:3].[NH2:32][C:33]1[S:34][CH:35]=[C:36]([CH2:38][C:39](O)=[O:40])[N:37]=1.CN(C(ON1N=NC2C=CC=CC1=2)=[N+](C)C)C.F[P-](F)(F)(F)(F)F.C(N(C(C)C)CC)(C)C. Product: [NH2:32][C:33]1[S:34][CH:35]=[C:36]([CH2:38][C:39]([NH:30][C@H:27]2[CH2:28][CH2:29][N:25]([C:9]3[N:10]=[C:11]([N:12]4[CH2:17][CH2:16][N:15]5[C:18]([C:21]([F:22])([F:23])[F:24])=[N:19][N:20]=[C:14]5[CH2:13]4)[C:6]4[CH:5]=[C:4]([CH2:1][CH2:2][CH3:3])[S:31][C:7]=4[N:8]=3)[CH2:26]2)=[O:40])[N:37]=1. The catalyst class is: 42. (8) Reactant: [NH2:1][CH2:2][C:3]([C:6]1[CH:11]=[CH:10][C:9]([NH:12][C:13](=[O:24])[C:14]2[CH:19]=[CH:18][C:17]([O:20][CH3:21])=[C:16]([O:22][CH3:23])[CH:15]=2)=[CH:8][CH:7]=1)([CH3:5])[CH3:4].Cl[C:26]([O:28][CH3:29])=[O:27]. Product: [CH3:29][O:28][C:26](=[O:27])[NH:1][CH2:2][C:3]([C:6]1[CH:7]=[CH:8][C:9]([NH:12][C:13](=[O:24])[C:14]2[CH:19]=[CH:18][C:17]([O:20][CH3:21])=[C:16]([O:22][CH3:23])[CH:15]=2)=[CH:10][CH:11]=1)([CH3:5])[CH3:4]. The catalyst class is: 2.